This data is from Catalyst prediction with 721,799 reactions and 888 catalyst types from USPTO. The task is: Predict which catalyst facilitates the given reaction. Reactant: [C:1]1([C:7]2[NH:11][N:10]=[C:9]([C:12]([NH:14][CH2:15][C:16]([OH:18])=O)=[O:13])[CH:8]=2)[CH:6]=[CH:5][CH:4]=[CH:3][CH:2]=1.CCN(C(C)C)C(C)C.C1C=CC2N(O)N=NC=2C=1.CCN=C=NCCCN(C)C.Cl.Cl.Cl.[CH3:52][C:53]1[CH:58]=[C:57]([CH3:59])[CH:56]=[CH:55][C:54]=1[NH:60][CH:61]1[CH2:66][CH2:65][NH:64][CH2:63][CH2:62]1. Product: [CH3:52][C:53]1[CH:58]=[C:57]([CH3:59])[CH:56]=[CH:55][C:54]=1[NH:60][CH:61]1[CH2:66][CH2:65][N:64]([C:16](=[O:18])[CH2:15][NH:14][C:12]([C:9]2[CH:8]=[C:7]([C:1]3[CH:2]=[CH:3][CH:4]=[CH:5][CH:6]=3)[NH:11][N:10]=2)=[O:13])[CH2:63][CH2:62]1. The catalyst class is: 18.